Regression/Classification. Given an antibody's heavy chain and light chain sequences, predict its developability. TAP uses regression for 5 developability metrics; SAbDab uses binary classification. From a dataset of Antibody developability classification from SAbDab with 2,409 antibodies. (1) The antibody is ['EVQLVESGGGVVQPGGSLKLSCAASGFTFSTYDMSWVRQTPDKRLELVATINSNGGSTYYPDSVKGRFTSSRDNAKNILYLQMSSLKSEDTAMYYCAREALLRPPYYALDYWGQGTSVTVSS', 'DIQMTQSPASLSASVGETVTITCGASENIYGALTWYQRKQGKSPQLLIYGAINLADDKSSRFSGSGSGRQYSLKISSLHPDDVATYYCQNVLSTPFTFGSGTKLEIK']. Result: 0 (not developable). (2) The antibody is ['EVTLKESGPGILQPSQTLSLTCSFSGFSLSTSGMGVSWIRQPSGKGLEWLAHIYWDDDKRYNPSLKSRLTISKDTSRNQVFLKITSVDTADTATYYCARLYGFTYGFAYWGQGTLVTVSA', 'DIVLTQSPASLAVSLGQRATIFCRASQSVDYNGISYMHWFQQKPGQPPKLLIYAASNPESGIPARFTGSGSGTDFTLNIHPVEEEDAATYYCQQIIEDPWTFGGGTKLEIK']. Result: 0 (not developable). (3) The antibody is ['3cxh', 'DIELTQTPVSLAASLGDRVTISCRASQDINNFLNWYQQKPDGTIKLLIYYTSRLHAGVPSRFSGSGSGTDYSLTISNLEPEDIATYFCQHHIKFPWTFGAGTKLEIK']. Result: 0 (not developable). (4) The antibody is ['EVKLEESGAELVRPGASVTLSCAASGYTFTDFEIHWVKQPPVGGLEWIGTLDPETGGTAYNQNFKGRATLTADKSSSTAYMELRSLTSEDSAVYYCTRWGKKFYYYGTSYAMDYWGQGTSVTVSS', 'DIQMTQSPSSLSASLGGKVTITCQSSQDINKYIGWYQHKPGKGPRLLIHYTSILRPDIPSRFSGSGSGRDYSFSISNLEPEDTATYYCLQYDDLLLTFGAGTKLELK']. Result: 0 (not developable). (5) The antibody is ['EVQLQQSGAEIVRSGASVKLSCAASGFNIKDYYMHWVKQRPEQGLEWIGWIDPENGDIAYAPKFQGKATMTADTSSNTAYLQLSRLTSEDTAVYFCNGRGGMITTDFFDYWGQGTTLTVSS', 'DVLMTQTPLSLPVSLGDQASISCRSSQSIVHSNGNTYLEWYLQKPGQSPKLLIYKVSNRFSGVPDRFSGSGSGTDFTLKISRVEAEDLGVYYCFQGSHVPWTFGGGTKLEIK']. Result: 0 (not developable). (6) The antibody is ['RITLKESGPPLVKPTQTLTLTCSFSGFSLSDFGVGVGWIRQPPGKALEWLAIIYSDDDKRYSPSLNTRLTITKDTSKNQVVLVMTRVSPVDTATYFCAHRRGPTTLFGVPIARGPVNAMDVWGQGITVTISS', 'PROT_09A57F9F']. Result: 0 (not developable).